This data is from Reaction yield outcomes from USPTO patents with 853,638 reactions. The task is: Predict the reaction yield, written as a fraction of the theoretical maximum amount of product (1.0 means a 100% yield; for example, 0.34 means a 34% yield). (1) The reactants are [CH3:1][N:2]1[C:14]2[C:13]3[N:12]=[C:11]([NH:15][C:16]4[CH:21]=[CH:20][C:19]([Br:22])=[CH:18][C:17]=4[O:23][C:24]([F:27])([F:26])[F:25])[N:10]=[CH:9][C:8]=3[CH2:7][CH2:6][C:5]=2[C:4]([C:28]([O:30]CC)=O)=[N:3]1.[Cl-].[NH4+].[Li][N:36]([Si](C)(C)C)[Si](C)(C)C. The catalyst is O1CCCC1. The product is [CH3:1][N:2]1[C:14]2[C:13]3[N:12]=[C:11]([NH:15][C:16]4[CH:21]=[CH:20][C:19]([Br:22])=[CH:18][C:17]=4[O:23][C:24]([F:25])([F:26])[F:27])[N:10]=[CH:9][C:8]=3[CH2:7][CH2:6][C:5]=2[C:4]([C:28]([NH2:36])=[O:30])=[N:3]1. The yield is 0.930. (2) The reactants are C[Si]([C:5]#[N:6])(C)C.[NH2:7][C:8]1[CH:13]=[CH:12][C:11]([CH3:14])=[CH:10][CH:9]=1.[F:15][CH2:16][C:17](=O)[CH3:18]. The catalyst is ClCCl. The product is [F:15][CH2:16][C:17]([CH3:18])([NH:7][C:8]1[CH:13]=[CH:12][C:11]([CH3:14])=[CH:10][CH:9]=1)[C:5]#[N:6]. The yield is 0.930. (3) The reactants are [Cl:1][C:2]1[N:10]=[C:9]2[C:5]([N:6]=[CH:7][N:8]2[CH:11]2[CH2:16][CH2:15][CH2:14][CH2:13][O:12]2)=[C:4]([N:17]2[CH2:22][CH2:21][O:20][CH2:19][CH2:18]2)[N:3]=1.CN(C)CCN(C)C.[Li]CCCC.CN(C)[CH:38]=[O:39]. The catalyst is C1COCC1. The product is [Cl:1][C:2]1[N:10]=[C:9]2[C:5]([N:6]=[C:7]([CH:38]=[O:39])[N:8]2[CH:11]2[CH2:16][CH2:15][CH2:14][CH2:13][O:12]2)=[C:4]([N:17]2[CH2:22][CH2:21][O:20][CH2:19][CH2:18]2)[N:3]=1. The yield is 0.800. (4) The reactants are [Br:1][C:2]1[N:3]=[CH:4][NH:5][CH:6]=1.[F:7][C:8]1[CH:13]=[CH:12][C:11](B(O)O)=[CH:10][CH:9]=1.N1C=CC=CC=1. The catalyst is ClCCCl.C([O-])(=O)C.[Cu+2].C([O-])(=O)C. The product is [Br:1][C:2]1[N:3]=[CH:4][N:5]([C:11]2[CH:12]=[CH:13][C:8]([F:7])=[CH:9][CH:10]=2)[CH:6]=1. The yield is 0.370. (5) The reactants are [CH:1]12[CH2:7][CH:4]([CH:5]=[CH:6]1)[CH2:3][CH:2]2[C:8]([OH:10])=O.[S:11]1[CH:15]=[CH:14][CH:13]=[C:12]1[CH2:16][NH2:17].C(N(CC)CC)C.CCN=C=NCCCN(C)C. The catalyst is C(Cl)Cl.CN(C1C=CN=CC=1)C. The product is [S:11]1[CH:15]=[CH:14][CH:13]=[C:12]1[CH2:16][NH:17][C:8]([CH:2]1[CH2:3][CH:4]2[CH2:7][CH:1]1[CH:6]=[CH:5]2)=[O:10]. The yield is 0.640.